Dataset: NCI-60 drug combinations with 297,098 pairs across 59 cell lines. Task: Regression. Given two drug SMILES strings and cell line genomic features, predict the synergy score measuring deviation from expected non-interaction effect. (1) Drug 2: CN(C(=O)NC(C=O)C(C(C(CO)O)O)O)N=O. Drug 1: CC1CCC2CC(C(=CC=CC=CC(CC(C(=O)C(C(C(=CC(C(=O)CC(OC(=O)C3CCCCN3C(=O)C(=O)C1(O2)O)C(C)CC4CCC(C(C4)OC)O)C)C)O)OC)C)C)C)OC. Synergy scores: CSS=5.30, Synergy_ZIP=-4.36, Synergy_Bliss=-3.30, Synergy_Loewe=-2.19, Synergy_HSA=-2.04. Cell line: NCI-H226. (2) Drug 1: CC1OCC2C(O1)C(C(C(O2)OC3C4COC(=O)C4C(C5=CC6=C(C=C35)OCO6)C7=CC(=C(C(=C7)OC)O)OC)O)O. Drug 2: CCC1(C2=C(COC1=O)C(=O)N3CC4=CC5=C(C=CC(=C5CN(C)C)O)N=C4C3=C2)O.Cl. Cell line: NCI/ADR-RES. Synergy scores: CSS=-2.46, Synergy_ZIP=4.34, Synergy_Bliss=-4.18, Synergy_Loewe=-9.41, Synergy_HSA=-5.32. (3) Drug 1: CCCS(=O)(=O)NC1=C(C(=C(C=C1)F)C(=O)C2=CNC3=C2C=C(C=N3)C4=CC=C(C=C4)Cl)F. Drug 2: COC1=C(C=C2C(=C1)N=CN=C2NC3=CC(=C(C=C3)F)Cl)OCCCN4CCOCC4. Cell line: OVCAR-8. Synergy scores: CSS=31.3, Synergy_ZIP=-6.57, Synergy_Bliss=4.63, Synergy_Loewe=-3.37, Synergy_HSA=2.78. (4) Drug 1: C1=C(C(=O)NC(=O)N1)F. Drug 2: CCC1(C2=C(COC1=O)C(=O)N3CC4=CC5=C(C=CC(=C5CN(C)C)O)N=C4C3=C2)O.Cl. Cell line: HS 578T. Synergy scores: CSS=32.7, Synergy_ZIP=-6.61, Synergy_Bliss=-2.24, Synergy_Loewe=-0.0481, Synergy_HSA=0.663. (5) Drug 1: CS(=O)(=O)OCCCCOS(=O)(=O)C. Drug 2: C1=NNC2=C1C(=O)NC=N2. Cell line: SR. Synergy scores: CSS=39.2, Synergy_ZIP=-4.45, Synergy_Bliss=-8.72, Synergy_Loewe=-17.6, Synergy_HSA=-7.29.